Dataset: Cav3 T-type calcium channel HTS with 100,875 compounds. Task: Binary Classification. Given a drug SMILES string, predict its activity (active/inactive) in a high-throughput screening assay against a specified biological target. (1) The compound is O=C(Nc1cc(OC)cc(OC)c1)CCN1CCN(CC1)Cc1ccccc1. The result is 0 (inactive). (2) The compound is o1c(c2ccc(OC)cc2)cc(=O)c2c1cccc2. The result is 0 (inactive). (3) The compound is S(c1nc([nH]c1c1cc(OC)c(OC)cc1)c1ccccc1)CC(=O)NCc1occc1. The result is 0 (inactive). (4) The result is 1 (active). The compound is s1c(NC(=O)c2occc2)c(CN2CCC(CC2)C)c(c1C)C. (5) The compound is S(CC(=O)N1CCN(CC1)C(=O)c1occc1)c1n2c3c(cc(c2nn1)C)cc(OC)cc3. The result is 0 (inactive). (6) The compound is S(=O)(=O)(N)c1ccc(CCNc2ncnc3n(cc(c23)c2ccccc2)c2ccc(F)cc2)cc1. The result is 0 (inactive). (7) The molecule is s1c2c(CCCC2)c2c(N3CCN(CC3)C(OCC)=O)nc(nc12)C(OCC)=O. The result is 0 (inactive). (8) The drug is O(CC(=O)Nc1ccccc1)C(=O)c1occc1. The result is 0 (inactive).